This data is from Catalyst prediction with 721,799 reactions and 888 catalyst types from USPTO. The task is: Predict which catalyst facilitates the given reaction. (1) The catalyst class is: 2. Product: [Si:1]([O:8][CH2:9][C@@H:10]1[C@H:14]2[O:15][C:16]([CH3:19])([CH3:18])[O:17][C@H:13]2[C@H:12]([N:20]2[CH:28]=[N:27][C:26]3[C:21]2=[N:22][CH:23]=[N:24][C:25]=3[CH2:29][CH2:30][O:32][CH3:31])[O:11]1)([C:4]([CH3:7])([CH3:6])[CH3:5])([CH3:2])[CH3:3]. Reactant: [Si:1]([O:8][CH2:9][C@@H:10]1[C@H:14]2[O:15][C:16]([CH3:19])([CH3:18])[O:17][C@H:13]2[C@H:12]([N:20]2[CH:28]=[N:27][C:26]3[C:21]2=[N:22][CH:23]=[N:24][C:25]=3[CH:29]=[CH2:30])[O:11]1)([C:4]([CH3:7])([CH3:6])[CH3:5])([CH3:3])[CH3:2].[CH3:31][O-:32].[Na+]. (2) Reactant: [CH3:1][N:2]1[CH2:7][CH2:6][NH:5][CH2:4][CH2:3]1.C(=O)([O-])[O-].[K+].[K+].Br[CH2:15][C:16]1[CH:26]=[CH:25][C:19]([C:20]([O:22][CH2:23][CH3:24])=[O:21])=[CH:18][C:17]=1[C:27]([F:30])([F:29])[F:28]. Product: [CH3:1][N:2]1[CH2:7][CH2:6][N:5]([CH2:15][C:16]2[CH:26]=[CH:25][C:19]([C:20]([O:22][CH2:23][CH3:24])=[O:21])=[CH:18][C:17]=2[C:27]([F:28])([F:30])[F:29])[CH2:4][CH2:3]1. The catalyst class is: 7. (3) Reactant: Cl.Cl.[NH2:3][C:4]1[CH:5]=[C:6]([CH3:35])[C:7]([O:10][C:11]2[CH:16]=[C:15]([O:17][CH2:18][CH2:19][O:20][CH3:21])[CH:14]=[CH:13][C:12]=2/[CH:22]=[CH:23]/[C:24]([NH:26][S:27]([CH2:30][CH2:31][CH2:32][CH2:33][CH3:34])(=[O:29])=[O:28])=[O:25])=[N:8][CH:9]=1.[CH3:36][S:37](Cl)(=[O:39])=[O:38]. Product: [CH3:36][S:37]([N:3]([S:27]([CH3:30])(=[O:29])=[O:28])[C:4]1[CH:5]=[C:6]([CH3:35])[C:7]([O:10][C:11]2[CH:16]=[C:15]([O:17][CH2:18][CH2:19][O:20][CH3:21])[CH:14]=[CH:13][C:12]=2/[CH:22]=[CH:23]/[C:24]([NH:26][S:27]([CH2:30][CH2:31][CH2:32][CH2:33][CH3:34])(=[O:29])=[O:28])=[O:25])=[N:8][CH:9]=1)(=[O:39])=[O:38]. The catalyst class is: 537. (4) Reactant: [NH2:1][C:2]1[CH:3]=[C:4]([CH:32]=[C:33]([CH3:36])[C:34]=1[NH2:35])[O:5][C:6]1[N:11]=[CH:10][N:9]=[C:8]([N:12]2[CH2:17][CH2:16][CH:15]([N:18]3[CH2:24][CH2:23][C:22]4[CH:25]=[C:26]([O:29][CH3:30])[CH:27]=[CH:28][C:21]=4[NH:20][C:19]3=[O:31])[CH2:14][CH2:13]2)[CH:7]=1.[CH:37]1([CH2:40][C:41](O)=O)[CH2:39][CH2:38]1.CN(C(ON1N=NC2C=CC=CC1=2)=[N+](C)C)C.[B-](F)(F)(F)F.C(O)(=O)C. Product: [CH:37]1([CH2:40][C:41]2[NH:1][C:2]3[CH:3]=[C:4]([O:5][C:6]4[N:11]=[CH:10][N:9]=[C:8]([N:12]5[CH2:13][CH2:14][CH:15]([N:18]6[CH2:24][CH2:23][C:22]7[CH:25]=[C:26]([O:29][CH3:30])[CH:27]=[CH:28][C:21]=7[NH:20][C:19]6=[O:31])[CH2:16][CH2:17]5)[CH:7]=4)[CH:32]=[C:33]([CH3:36])[C:34]=3[N:35]=2)[CH2:39][CH2:38]1. The catalyst class is: 3. (5) Reactant: [Br:1][C:2]1[CH:3]=[C:4]2[C:8](=[CH:9][CH:10]=1)[C:7](=O)[NH:6][C:5]2=O.B(F)(F)F.CCOCC.Cl.O. Product: [Br:1][C:2]1[CH:3]=[C:4]2[C:8](=[CH:9][CH:10]=1)[CH2:7][NH:6][CH2:5]2. The catalyst class is: 1. (6) Reactant: [CH:1]1([CH2:5][CH2:6][CH2:7][C@@H:8]([C:13]2[O:14][CH:15]=[C:16]([C:18]([N:20]([CH3:22])[CH3:21])=[O:19])[N:17]=2)[CH2:9][C:10](O)=[O:11])[CH2:4][CH2:3][CH2:2]1.CN1CCOCC1.ClC(OCC(C)C)=O.C[Si](C)(C)[O:40][NH2:41]. Product: [CH:1]1([CH2:5][CH2:6][CH2:7][C@@H:8]([C:13]2[O:14][CH:15]=[C:16]([C:18]([N:20]([CH3:22])[CH3:21])=[O:19])[N:17]=2)[CH2:9][C:10]([NH:41][OH:40])=[O:11])[CH2:4][CH2:3][CH2:2]1. The catalyst class is: 83. (7) Reactant: C([N:8](CC1C=CC=CC=1)[C:9]1[CH:14]=[CH:13][C:12]([N:15]2[CH2:20][CH2:19][N:18]([C:21]([O:23][C:24]([CH3:27])([CH3:26])[CH3:25])=[O:22])[CH2:17][CH2:16]2)=[CH:11][C:10]=1[O:28][CH2:29][CH3:30])C1C=CC=CC=1. Product: [NH2:8][C:9]1[CH:14]=[CH:13][C:12]([N:15]2[CH2:20][CH2:19][N:18]([C:21]([O:23][C:24]([CH3:25])([CH3:26])[CH3:27])=[O:22])[CH2:17][CH2:16]2)=[CH:11][C:10]=1[O:28][CH2:29][CH3:30]. The catalyst class is: 19.